Dataset: Reaction yield outcomes from USPTO patents with 853,638 reactions. Task: Predict the reaction yield, written as a fraction of the theoretical maximum amount of product (1.0 means a 100% yield; for example, 0.34 means a 34% yield). (1) The reactants are [CH2:1]([CH2:3][NH2:4])[OH:2].[Cl:5][C:6]1[CH:7]=[C:8]([C@@H:13]2[CH2:15][O:14]2)[CH:9]=[CH:10][C:11]=1[Cl:12]. The catalyst is C(O)(C)C. The product is [Cl:5][C:6]1[CH:7]=[C:8]([C@@H:13]([OH:14])[CH2:15][NH:4][CH2:3][CH2:1][OH:2])[CH:9]=[CH:10][C:11]=1[Cl:12]. The yield is 1.00. (2) The reactants are Cl.[C:2]([C:6]1[CH:11]=[CH:10][C:9]([NH:12][NH2:13])=[CH:8][CH:7]=1)([CH3:5])([CH3:4])[CH3:3].[CH3:14][C:15]([CH3:22])([CH3:21])[C:16](=O)[CH2:17][C:18]#[N:19]. No catalyst specified. The product is [C:15]([C:16]1[CH:17]=[C:18]([NH2:19])[N:12]([C:9]2[CH:8]=[CH:7][C:6]([C:2]([CH3:5])([CH3:3])[CH3:4])=[CH:11][CH:10]=2)[N:13]=1)([CH3:22])([CH3:21])[CH3:14]. The yield is 0.510. (3) The reactants are [Br:1][C:2]1[CH:3]=[C:4]2[C:9](=[CH:10][CH:11]=1)[C:8](=[O:12])[NH:7][C:6](=[O:13])/[C:5]/2=[CH:14]/OC.CN(C)C=O.[NH2:22][C:23]([C:28]1[CH:33]=[CH:32][C:31]([NH2:34])=[CH:30][CH:29]=1)([CH3:27])[C:24]([OH:26])=[O:25]. The catalyst is CCOCC. The product is [NH2:22][C:23]([C:28]1[CH:29]=[CH:30][C:31]([NH:34][CH:14]=[C:5]2[C:4]3[C:9](=[CH:10][CH:11]=[C:2]([Br:1])[CH:3]=3)[C:8](=[O:12])[NH:7][C:6]2=[O:13])=[CH:32][CH:33]=1)([CH3:27])[C:24]([OH:26])=[O:25]. The yield is 0.330. (4) The reactants are [CH:1]1([N:4]2[C:13]3[C:8](=[CH:9][C:10]([F:17])=[C:11]([F:16])[C:12]=3[O:14][CH3:15])[C:7](=[O:18])[C:6]([C:19]([OH:21])=[O:20])=[CH:5]2)[CH2:3][CH2:2]1.[B:22](F)([F:24])[F:23].CCOCC.CCOCC. The catalyst is C1COCC1. The product is [F:23][B:22]([O:20][C:19]([C:6]1[C:7](=[O:18])[C:8]2[C:13](=[C:12]([O:14][CH3:15])[C:11]([F:16])=[C:10]([F:17])[CH:9]=2)[N:4]([CH:1]2[CH2:2][CH2:3]2)[CH:5]=1)=[O:21])[F:24]. The yield is 0.630. (5) The reactants are [F:1][C:2]1[CH:10]=[C:9]2[C:5]([CH:6]=[C:7]([C:11]([CH3:15])([CH3:14])[CH2:12][OH:13])[NH:8]2)=[CH:4][C:3]=1[N+:16]([O-:18])=[O:17].[CH3:19][C:20]([Si:23](Cl)([CH3:25])[CH3:24])([CH3:22])[CH3:21].N1C=CN=C1. The catalyst is C(Cl)Cl. The product is [Si:23]([O:13][CH2:12][C:11]([C:7]1[NH:8][C:9]2[C:5]([CH:6]=1)=[CH:4][C:3]([N+:16]([O-:18])=[O:17])=[C:2]([F:1])[CH:10]=2)([CH3:15])[CH3:14])([C:20]([CH3:22])([CH3:21])[CH3:19])([CH3:25])[CH3:24]. The yield is 0.380. (6) The product is [CH3:56][N:55]([CH3:57])[O:54][CH2:53][CH2:52][O:51][C@@H:39]1[C@H:38]([OH:58])[C@@H:37]([CH2:36][OH:35])[O:41][C@H:40]1[N:42]1[CH:49]=[C:48]([CH3:50])[C:46](=[O:47])[NH:45][C:43]1=[O:44]. The reactants are F.F.F.C(N(CC)CC)C.C(N(CC)CC)C.[Si]([O:35][CH2:36][C@H:37]1[O:41][C@@H:40]([N:42]2[CH:49]=[C:48]([CH3:50])[C:46](=[O:47])[NH:45][C:43]2=[O:44])[C@H:39]([O:51][CH2:52][CH2:53][O:54][N:55]([CH3:57])[CH3:56])[C@@H:38]1[OH:58])(C(C)(C)C)(C1C=CC=CC=1)C1C=CC=CC=1.CO. The yield is 0.925. The catalyst is C1COCC1.C(Cl)Cl. (7) The reactants are [CH2:1]([N:8]([CH2:27][CH:28]=[O:29])[C:9]([CH:11]1[C:14]2[CH:15]=[C:16]([O:19][CH2:20][C:21]3[CH:26]=[CH:25][CH:24]=[CH:23][CH:22]=3)[CH:17]=[CH:18][C:13]=2[CH2:12]1)=[O:10])[C:2]1[CH:7]=[CH:6][CH:5]=[CH:4][CH:3]=1. The catalyst is BrC1C=CC=CC=1. The product is [CH2:1]([N:8]1[C:9](=[O:10])[C@@H:11]2[C:14]3[CH:15]=[C:16]([O:19][CH2:20][C:21]4[CH:26]=[CH:25][CH:24]=[CH:23][CH:22]=4)[CH:17]=[CH:18][C:13]=3[CH2:12][O:29][C@H:28]2[CH2:27]1)[C:2]1[CH:3]=[CH:4][CH:5]=[CH:6][CH:7]=1. The yield is 0.460.